This data is from Full USPTO retrosynthesis dataset with 1.9M reactions from patents (1976-2016). The task is: Predict the reactants needed to synthesize the given product. (1) The reactants are: [CH3:1][N:2]([CH3:27])[S:3]([CH2:6][CH2:7][CH2:8][NH:9][CH2:10][C:11]1[S:19][C:18]2[C:17]([N:20]3[CH2:25][CH2:24][O:23][CH2:22][CH2:21]3)=[N:16][C:15](Cl)=[N:14][C:13]=2[CH:12]=1)(=[O:5])=[O:4].CC1(C)C(C)(C)OB([C:36]2[CH:44]=[CH:43][CH:42]=[C:41]3[C:37]=2[CH:38]=[N:39][NH:40]3)O1. Given the product [NH:40]1[C:41]2[C:37](=[C:36]([C:15]3[N:16]=[C:17]([N:20]4[CH2:25][CH2:24][O:23][CH2:22][CH2:21]4)[C:18]4[S:19][C:11]([CH2:10][NH:9][CH2:8][CH2:7][CH2:6][S:3]([N:2]([CH3:27])[CH3:1])(=[O:5])=[O:4])=[CH:12][C:13]=4[N:14]=3)[CH:44]=[CH:43][CH:42]=2)[CH:38]=[N:39]1, predict the reactants needed to synthesize it. (2) Given the product [C:25]([C:27]1[CH:28]=[CH:29][C:30]([NH:33][C:34]([N:15]2[CH2:16][CH2:17][N:12]([C:10]3[S:9][N:8]=[C:7]([C:1]4[CH:2]=[CH:3][CH:4]=[CH:5][CH:6]=4)[N:11]=3)[CH2:13][CH2:14]2)=[O:35])=[CH:31][CH:32]=1)#[N:26], predict the reactants needed to synthesize it. The reactants are: [C:1]1([C:7]2[N:11]=[C:10]([N:12]3[CH2:17][CH2:16][NH:15][CH2:14][CH2:13]3)[S:9][N:8]=2)[CH:6]=[CH:5][CH:4]=[CH:3][CH:2]=1.C(N(CC)CC)C.[C:25]([C:27]1[CH:32]=[CH:31][C:30]([N:33]=[C:34]=[O:35])=[CH:29][CH:28]=1)#[N:26]. (3) Given the product [Cl:1][C:2]1[CH:7]=[CH:6][C:5]([C:18]2[CH:19]=[CH:20][C:21]([C@H:24]3[C:29]4=[N:30][S:31](=[O:35])(=[O:34])[CH2:32][CH2:33][N:28]4[CH2:27][CH2:26][CH2:25]3)=[CH:22][CH:23]=2)=[CH:4][C:3]=1[F:11], predict the reactants needed to synthesize it. The reactants are: [Cl:1][C:2]1[CH:7]=[CH:6][C:5](B(O)O)=[CH:4][C:3]=1[F:11].FC(F)(F)S(O[C:18]1[CH:23]=[CH:22][C:21]([C@H:24]2[C:29]3=[N:30][S:31](=[O:35])(=[O:34])[CH2:32][CH2:33][N:28]3[CH2:27][CH2:26][CH2:25]2)=[CH:20][CH:19]=1)(=O)=O.C(=O)([O-])[O-].[Na+].[Na+]. (4) The reactants are: C(N(CC)C(C)C)(C)C.[CH3:10][O:11][CH2:12]Cl.Cl.[C:15]([N:18]1[C:22]2[CH:23]=[CH:24][C:25]([Cl:27])=[CH:26][C:21]=2[S:20][CH:19]1[C:28]1[CH:33]=[C:32]([O:34][CH3:35])[CH:31]=[CH:30][C:29]=1[O:36][CH2:37][CH2:38][CH2:39][N:40]([CH2:44][CH2:45][OH:46])[CH:41]([CH3:43])[CH3:42])(=[O:17])[CH3:16].C(=O)([O-])O.[Na+]. Given the product [C:15]([N:18]1[C:22]2[CH:23]=[CH:24][C:25]([Cl:27])=[CH:26][C:21]=2[S:20][CH:19]1[C:28]1[CH:33]=[C:32]([O:34][CH3:35])[CH:31]=[CH:30][C:29]=1[O:36][CH2:37][CH2:38][CH2:39][N:40]([CH:41]([CH3:43])[CH3:42])[CH2:44][CH2:45][O:46][CH2:12][O:11][CH3:10])(=[O:17])[CH3:16], predict the reactants needed to synthesize it. (5) Given the product [CH3:33][N:31]([CH3:32])[CH2:30][CH2:29][O:28][C:25]1[CH:24]=[CH:23][C:22]([C:14]2[NH:13][C:9]3[N:10]=[CH:11][N:12]=[C:7]([NH:6][CH2:38][CH:37]4[S:40][CH2:42][CH2:41][S:39]4)[C:8]=3[C:15]=2[C:16]2[CH:21]=[CH:20][CH:19]=[CH:18][CH:17]=2)=[CH:27][CH:26]=1, predict the reactants needed to synthesize it. The reactants are: C(OC(OCC)C[NH:6][C:7]1[C:8]2[C:15]([C:16]3[CH:21]=[CH:20][CH:19]=[CH:18][CH:17]=3)=[C:14]([C:22]3[CH:27]=[CH:26][C:25]([O:28][CH2:29][CH2:30][N:31]([CH3:33])[CH3:32])=[CH:24][CH:23]=3)[NH:13][C:9]=2[N:10]=[CH:11][N:12]=1)C.[CH:37]([SH:40])([SH:39])[CH3:38].[C:41]1(C)C=CC=C[CH:42]=1. (6) Given the product [F:1][C:2]1[C:3]([CH2:9][OH:10])=[N:4][CH:5]=[C:6]([F:8])[CH:7]=1, predict the reactants needed to synthesize it. The reactants are: [F:1][C:2]1[C:3]([C:9](O)=[O:10])=[N:4][CH:5]=[C:6]([F:8])[CH:7]=1.C(N(CC)CC)C.ClC(OCC(C)C)=O.[BH4-].[Na+].Cl. (7) Given the product [Br:25][C:22]1[CH:23]=[CH:24][C:19]([NH:18][C:9]2[C:8]([C:6]([NH:5][O:4][CH2:3][CH2:2][O:1][P:36](=[O:42])([OH:54])[OH:37])=[O:7])=[CH:13][N:12]3[CH:14]=[CH:15][N:16]=[C:11]3[C:10]=2[Cl:17])=[C:20]([Cl:26])[CH:21]=1, predict the reactants needed to synthesize it. The reactants are: [OH:1][CH2:2][CH2:3][O:4][NH:5][C:6]([C:8]1[C:9]([NH:18][C:19]2[CH:24]=[CH:23][C:22]([Br:25])=[CH:21][C:20]=2[Cl:26])=[C:10]([Cl:17])[C:11]2[N:12]([CH:14]=[CH:15][N:16]=2)[CH:13]=1)=[O:7].N1C=NN=N1.C(N(C(C)C)[P:36]([O:42]C(C)(C)C)[O:37]C(C)(C)C)(C)C.C([O:54]O)(C)(C)C.